Dataset: Reaction yield outcomes from USPTO patents with 853,638 reactions. Task: Predict the reaction yield, written as a fraction of the theoretical maximum amount of product (1.0 means a 100% yield; for example, 0.34 means a 34% yield). The reactants are [Cl:1][C:2]1[CH:3]=[CH:4][C:5]([N:16]2[CH:20]=[C:19]([Si](C)(C)C)[N:18]=[N:17]2)=[C:6]([C:8]2[CH:13]=[C:12]([O:14][CH3:15])[N:11]=[CH:10][N:9]=2)[CH:7]=1.C1C(=O)N([Cl:32])C(=O)C1. The catalyst is C(#N)C. The product is [Cl:1][C:2]1[CH:3]=[CH:4][C:5]([N:16]2[CH:20]=[C:19]([Cl:32])[N:18]=[N:17]2)=[C:6]([C:8]2[CH:13]=[C:12]([O:14][CH3:15])[N:11]=[CH:10][N:9]=2)[CH:7]=1. The yield is 0.645.